From a dataset of Full USPTO retrosynthesis dataset with 1.9M reactions from patents (1976-2016). Predict the reactants needed to synthesize the given product. (1) Given the product [C:1]1([NH:7][C:8]([O:10][C:11]2[CH:12]=[CH:13][C:14]3[CH2:15][C@H:16]4[N:27]([CH2:36][CH2:37][CH2:38][Cl:39])[CH2:26][CH2:25][C@@:22]5([C:23]=3[CH:24]=2)[C@H:17]4[CH2:18][CH2:19][CH2:20][CH2:21]5)=[O:9])[CH:2]=[CH:3][CH:4]=[CH:5][CH:6]=1, predict the reactants needed to synthesize it. The reactants are: [C:1]1([NH:7][C:8]([O:10][C:11]2[CH:12]=[CH:13][C:14]3[CH2:15][C@H:16]4[NH:27][CH2:26][CH2:25][C@@:22]5([C:23]=3[CH:24]=2)[C@H:17]4[CH2:18][CH2:19][CH2:20][CH2:21]5)=[O:9])[CH:6]=[CH:5][CH:4]=[CH:3][CH:2]=1.Cl.C(=O)([O-])[O-].[K+].[K+].Br[CH2:36][CH2:37][CH2:38][Cl:39]. (2) Given the product [Br:27][C:28]1[CH:29]=[C:30]([CH:33]=[CH:34][CH:35]=1)[CH2:31][N:6]1[C:7]2[C:3](=[C:2]([F:1])[CH:10]=[C:9]([F:11])[CH:8]=2)[C:4]([S:12]([CH2:15][C:16]([NH:18][C:19]2[CH:23]=[C:22]([CH3:24])[O:21][N:20]=2)=[O:17])(=[O:14])=[O:13])=[CH:5]1, predict the reactants needed to synthesize it. The reactants are: [F:1][C:2]1[CH:10]=[C:9]([F:11])[CH:8]=[C:7]2[C:3]=1[C:4]([S:12]([CH2:15][C:16]([NH:18][C:19]1[CH:23]=[C:22]([CH3:24])[O:21][N:20]=1)=[O:17])(=[O:14])=[O:13])=[CH:5][NH:6]2.[H-].[Na+].[Br:27][C:28]1[CH:29]=[C:30]([CH:33]=[CH:34][CH:35]=1)[CH2:31]Br. (3) Given the product [I:22][C:18]1[CH:17]=[CH:16][CH:15]=[C:14]2[C:19]=1[CH2:20][CH2:21][N:12]1[C:10](=[O:11])[CH2:9][NH:8][C:24](=[O:26])[CH:23]=[C:13]12, predict the reactants needed to synthesize it. The reactants are: C(OC([NH:8][CH2:9][C:10]([N:12]1[CH2:21][CH2:20][C:19]2[C:14](=[CH:15][CH:16]=[CH:17][C:18]=2[I:22])[CH:13]1[CH2:23][C:24]([O:26]CC)=O)=[O:11])=O)(C)(C)C.IC1C=CC=C2C=1CCNC2CC(OCC)=O.N(C(OC(C)(C)C)=O)CC(O)=O.CCN(CC)CC.C(P1(=O)OP(CCC)(=O)OP(CCC)(=O)O1)CC.CN(C=O)C.C([O-])(O)=O.[Na+]. (4) The reactants are: [F:1][C:2]1[CH:7]=[C:6]([I:8])[CH:5]=[CH:4][C:3]=1[NH:9][C:10]1[CH:18]=[N:17][CH:16]=[CH:15][C:11]=1[C:12]([OH:14])=O.[NH2:19][CH2:20][C:21]1[CH:29]=[CH:28][C:24]([C:25]([OH:27])=[O:26])=[CH:23][CH:22]=1. Given the product [F:1][C:2]1[CH:7]=[C:6]([I:8])[CH:5]=[CH:4][C:3]=1[NH:9][C:10]1[CH:18]=[N:17][CH:16]=[CH:15][C:11]=1[C:12]([NH:19][CH2:20][C:21]1[CH:22]=[CH:23][C:24]([C:25]([OH:27])=[O:26])=[CH:28][CH:29]=1)=[O:14], predict the reactants needed to synthesize it. (5) Given the product [Cl:44][C:38]1[CH:37]=[C:36]([C:12]2[CH:13]=[C:14]3[C:9](=[CH:10][CH:11]=2)[N:8]=[CH:7][C:6]([C:1](=[O:5])[CH2:2][CH2:3][CH3:4])=[C:15]3[NH:16][C:17]2[CH:22]=[N:21][C:20]([N:23]3[CH2:24][CH2:25][NH:26][CH2:27][CH2:28]3)=[CH:19][CH:18]=2)[CH:41]=[C:40]([F:42])[C:39]=1[OH:43], predict the reactants needed to synthesize it. The reactants are: [C:1]([C:6]1[CH:7]=[N:8][C:9]2[C:14]([C:15]=1[NH:16][C:17]1[CH:18]=[CH:19][C:20]([N:23]3[CH2:28][CH2:27][N:26](C(OC(C)(C)C)=O)[CH2:25][CH2:24]3)=[N:21][CH:22]=1)=[CH:13][C:12]([C:36]1[CH:41]=[C:40]([F:42])[C:39]([OH:43])=[C:38]([Cl:44])[CH:37]=1)=[CH:11][CH:10]=2)(=[O:5])[CH2:2][CH2:3][CH3:4].C(O)(C(F)(F)F)=O.